Dataset: Catalyst prediction with 721,799 reactions and 888 catalyst types from USPTO. Task: Predict which catalyst facilitates the given reaction. (1) Reactant: [NH2:1][C:2]1[CH:11]=[C:10]([O:12][CH3:13])[CH:9]=[CH:8][C:3]=1[C:4]([O:6]C)=O.[N:14]([C:17]1[CH:27]=[CH:26][C:20]([C:21]([O:23][CH2:24][CH3:25])=[O:22])=[CH:19][CH:18]=1)=[C:15]=[S:16]. Product: [SH:16][C:15]1[N:14]([C:17]2[CH:27]=[CH:26][C:20]([C:21]([O:23][CH2:24][CH3:25])=[O:22])=[CH:19][CH:18]=2)[C:4](=[O:6])[C:3]2[C:2](=[CH:11][C:10]([O:12][CH3:13])=[CH:9][CH:8]=2)[N:1]=1. The catalyst class is: 11. (2) Reactant: [CH2:1]([C:3]1[CH:9]=[CH:8][C:6]([NH2:7])=[CH:5][CH:4]=1)[CH3:2].[C:10](OC)(=[O:15])[CH2:11][C:12]([CH3:14])=[O:13]. Product: [CH2:1]([C:3]1[CH:9]=[CH:8][C:6]([NH:7][C:10](=[O:15])[CH2:11][C:12](=[O:13])[CH3:14])=[CH:5][CH:4]=1)[CH3:2]. The catalyst class is: 11. (3) Reactant: [F:1][C:2]1[CH:7]=[CH:6][C:5]([C:8]2[N:9]=[C:10]([CH2:13][CH3:14])[NH:11][CH:12]=2)=[CH:4][C:3]=1[CH3:15].[Br:16]N1C(=O)CCC1=O. Product: [Br:16][C:12]1[NH:11][C:10]([CH2:13][CH3:14])=[N:9][C:8]=1[C:5]1[CH:6]=[CH:7][C:2]([F:1])=[C:3]([CH3:15])[CH:4]=1. The catalyst class is: 10. (4) Reactant: [O:1]=[C:2]1[NH:7][CH:6]=[C:5]([CH2:8][C:9]2[CH:10]=[C:11]([CH:17]=[CH:18][CH:19]=2)[C:12]([O:14]CC)=[O:13])[N:4]2[CH:20]=[C:21]([C:23]3[CH:28]=[CH:27][N:26]=[CH:25][CH:24]=3)[CH:22]=[C:3]12.[OH-].[Na+].Cl. Product: [O:1]=[C:2]1[NH:7][CH:6]=[C:5]([CH2:8][C:9]2[CH:10]=[C:11]([CH:17]=[CH:18][CH:19]=2)[C:12]([OH:14])=[O:13])[N:4]2[CH:20]=[C:21]([C:23]3[CH:24]=[CH:25][N:26]=[CH:27][CH:28]=3)[CH:22]=[C:3]12. The catalyst class is: 30. (5) Product: [CH3:1][O:2][C:3]1[CH:4]=[C:5]([CH:17]=[C:18]([O:22][CH3:23])[C:19]=1[O:20][CH3:21])[CH2:6][CH2:7][C:8]1[CH:9]=[C:10]2[C:14](=[CH:15][CH:16]=1)[NH:13][CH2:12][CH2:11]2. The catalyst class is: 7. Reactant: [CH3:1][O:2][C:3]1[CH:4]=[C:5]([CH:17]=[C:18]([O:22][CH3:23])[C:19]=1[O:20][CH3:21])[CH2:6][CH2:7][C:8]1[CH:9]=[C:10]2[C:14](=[CH:15][CH:16]=1)[NH:13][CH:12]=[CH:11]2.[BH3-]C#N.[Na+].